Predict the product of the given reaction. From a dataset of Forward reaction prediction with 1.9M reactions from USPTO patents (1976-2016). (1) Given the reactants [CH3:1][CH2:2][C@@H:3]1[NH:46][C:44](=[O:45])[C@H:43]([C@H:47]([OH:54])[C@@H:48]([CH2:50]/[CH:51]=[CH:52]/[CH3:53])[CH3:49])[N:42]([CH3:55])[C:40](=[O:41])[C@H:39]([CH:56]([CH3:58])[CH3:57])[N:38]([CH3:59])[C:36](=[O:37])[C@H:35]([CH2:60][CH:61]([CH3:63])[CH3:62])[N:34]([CH3:64])[C:32](=[O:33])[C@H:31]([CH2:65][CH:66]([CH3:68])[CH3:67])[N:30]([CH3:69])[C:28](=[O:29])[C@@H:27]([CH3:70])[NH:26][C:24](=[O:25])[C@H:23]([CH3:71])[NH:22][C:20](=[O:21])[C@H:19]([CH2:72][CH:73]([CH3:75])[CH3:74])[N:18]([CH3:76])[C:16](=[O:17])[C@H:15]([CH:77]([CH3:79])[CH3:78])[NH:14][C:12](=[O:13])[C@H:11]([CH2:80][CH:81]([CH3:83])[CH3:82])[N:10]([CH3:84])[C:8](=[O:9])[CH2:7][N:6]([CH3:85])[C:4]1=[O:5].N1C=CC=CC=1.[F:92][C:93]([F:104])([F:103])[C:94]([O:96]C(=O)C(F)(F)F)=[O:95].O, predict the reaction product. The product is: [CH3:1][CH2:2][C@@H:3]1[NH:46][C:44](=[O:45])[C@H:43]([C@H:47]([OH:54])[C@@H:48]([CH2:50]/[CH:51]=[CH:52]/[CH3:53])[CH3:49])[N:42]([CH3:55])[C:40](=[O:41])[C@H:39]([CH:56]([CH3:57])[CH3:58])[N:38]([CH3:59])[C:36](=[O:37])[C@H:35]([CH2:60][CH:61]([CH3:62])[CH3:63])[N:34]([CH3:64])[C:32](=[O:33])[C@H:31]([CH2:65][CH:66]([CH3:68])[CH3:67])[N:30]([CH3:69])[C:28](=[O:29])[C@@H:27]([CH3:70])[NH:26][C:24](=[O:25])[C@H:23]([CH3:71])[NH:22][C:20](=[O:21])[C@H:19]([CH2:72][CH:73]([CH3:75])[CH3:74])[N:18]([CH3:76])[C:16](=[O:17])[C@H:15]([CH:77]([CH3:79])[CH3:78])[NH:14][C:12](=[O:13])[C@H:11]([CH2:80][CH:81]([CH3:83])[CH3:82])[N:10]([CH3:84])[C:8](=[O:9])[CH2:7][N:6]([CH3:85])[C:4]1=[O:5].[F:92][C:93]([F:104])([F:103])[C:94]([O-:96])=[O:95]. (2) Given the reactants [NH2:1][C:2]1[C:10]2[C:5](=[N:6][CH:7]=[C:8]([Br:26])[C:9]=2[N:11]2[CH2:16][CH2:15][CH2:14][C@@H:13]([N:17]([CH3:25])[C:18](=[O:24])[O:19][C:20]([CH3:23])([CH3:22])[CH3:21])[CH2:12]2)[NH:4][CH:3]=1.N1C=CC=CC=1.[CH:33]1([C:36]([Cl:38])=[O:37])[CH2:35][CH2:34]1.O[Li].O, predict the reaction product. The product is: [ClH:38].[Br:26][C:8]1[C:9]([N:11]2[CH2:16][CH2:15][CH2:14][C@@H:13]([N:17]([CH3:25])[C:18](=[O:24])[O:19][C:20]([CH3:21])([CH3:22])[CH3:23])[CH2:12]2)=[C:10]2[C:2]([NH:1][C:36]([CH:33]3[CH2:35][CH2:34]3)=[O:37])=[CH:3][NH:4][C:5]2=[N:6][CH:7]=1. (3) Given the reactants [C:1]([NH:6][C@H:7]([C:13]([OH:15])=[O:14])CCC(O)=O)(=[O:5])[C:2](C)=[CH2:3].NCC(O)=O.[OH-].[Na+].C(Cl)(=O)C=C, predict the reaction product. The product is: [C:1]([NH:6][CH2:7][C:13]([OH:15])=[O:14])(=[O:5])[CH:2]=[CH2:3].